This data is from Peptide-MHC class II binding affinity with 134,281 pairs from IEDB. The task is: Regression. Given a peptide amino acid sequence and an MHC pseudo amino acid sequence, predict their binding affinity value. This is MHC class II binding data. (1) The peptide sequence is KLIEDINVGFKAAVA. The MHC is DRB1_0301 with pseudo-sequence DRB1_0301. The binding affinity (normalized) is 0.753. (2) The peptide sequence is GELQIVDKIDHAFKI. The MHC is DRB1_0404 with pseudo-sequence DRB1_0404. The binding affinity (normalized) is 0.580. (3) The peptide sequence is LLKYRAREPVTKAEMLGSVVGNWQ. The MHC is DRB1_0701 with pseudo-sequence DRB1_0701. The binding affinity (normalized) is 0.365. (4) The peptide sequence is NPYRTWHYCGSYVTK. The MHC is HLA-DQA10102-DQB10501 with pseudo-sequence HLA-DQA10102-DQB10501. The binding affinity (normalized) is 0.750. (5) The peptide sequence is EVIPTAFSIGKTYKP. The MHC is DRB5_0101 with pseudo-sequence DRB5_0101. The binding affinity (normalized) is 0.590. (6) The peptide sequence is GKTVWFVPSIKAGND. The MHC is DRB4_0101 with pseudo-sequence DRB4_0103. The binding affinity (normalized) is 0.387. (7) The peptide sequence is KKTRNMTMSMSMILVGV. The MHC is HLA-DQA10201-DQB10402 with pseudo-sequence HLA-DQA10201-DQB10402. The binding affinity (normalized) is 0.590. (8) The peptide sequence is SQDMELSWNLNGLQAY. The MHC is HLA-DQA10101-DQB10501 with pseudo-sequence HLA-DQA10101-DQB10501. The binding affinity (normalized) is 0.606. (9) The peptide sequence is PAGVCPTIGVGGNFA. The binding affinity (normalized) is 0.0137. The MHC is DRB1_1201 with pseudo-sequence DRB1_1201. (10) The binding affinity (normalized) is 0.231. The MHC is DRB1_0701 with pseudo-sequence DRB1_0701. The peptide sequence is WKPDTVYTSKLQFGA.